From a dataset of Full USPTO retrosynthesis dataset with 1.9M reactions from patents (1976-2016). Predict the reactants needed to synthesize the given product. Given the product [CH3:21][N:19]([CH3:20])[C:17]([C@H:16]1[NH:12][CH2:13][C@@H:14]([S:22][C:23]2[C@H:29]([CH3:30])[C@H:28]3[N:25]([C:26](=[O:34])[C@@H:27]3[C@H:31]([OH:33])[CH3:32])[C:24]=2[C:35]([OH:37])=[O:36])[CH2:15]1)=[O:18], predict the reactants needed to synthesize it. The reactants are: [N+](C1C=CC(COC([N:12]2[C@H:16]([C:17]([N:19]([CH3:21])[CH3:20])=[O:18])[CH2:15][C@H:14]([S:22][C:23]3[C@H:29]([CH3:30])[C@H:28]4[N:25]([C:26](=[O:34])[C@@H:27]4[C@H:31]([OH:33])[CH3:32])[C:24]=3[C:35]([O:37]CC3C=CC([N+]([O-])=O)=CC=3)=[O:36])[CH2:13]2)=O)=CC=1)([O-])=O.C(O)CCC.[H][H].